From a dataset of Full USPTO retrosynthesis dataset with 1.9M reactions from patents (1976-2016). Predict the reactants needed to synthesize the given product. (1) Given the product [CH3:23][O:24][C:25](=[O:26])[C:27]1[CH:32]=[CH:31][C:30]([CH2:33][N:11]2[CH:12]=[C:13]([C:15]3[CH:20]=[CH:19][C:18]([Cl:21])=[CH:17][C:16]=3[Cl:22])[N:14]=[C:10]2/[CH:9]=[CH:8]/[C:5]2[CH:6]=[CH:7][C:2]([Br:1])=[CH:3][CH:4]=2)=[CH:29][CH:28]=1, predict the reactants needed to synthesize it. The reactants are: [Br:1][C:2]1[CH:7]=[CH:6][C:5](/[CH:8]=[CH:9]/[C:10]2[NH:11][CH:12]=[C:13]([C:15]3[CH:20]=[CH:19][C:18]([Cl:21])=[CH:17][C:16]=3[Cl:22])[N:14]=2)=[CH:4][CH:3]=1.[CH3:23][O:24][C:25]([C:27]1[CH:32]=[CH:31][C:30]([CH2:33]Br)=[CH:29][CH:28]=1)=[O:26]. (2) Given the product [CH2:7]([O:6][C:4](=[O:5])[C:3](=[CH:19][N:20]([CH3:22])[CH3:21])[C:2](=[O:1])[CH:9]([C:11]1[CH:12]=[CH:13][CH:14]=[CH:15][CH:16]=1)[CH3:10])[CH3:8], predict the reactants needed to synthesize it. The reactants are: [O:1]=[C:2]([CH:9]([C:11]1[CH:16]=[CH:15][CH:14]=[CH:13][CH:12]=1)[CH3:10])[CH2:3][C:4]([O:6][CH2:7][CH3:8])=[O:5].CO[CH:19](OC)[N:20]([CH3:22])[CH3:21]. (3) Given the product [C:1]([C:5]1[N:10]=[CH:9][C:8]([C:11]2[N:12]([C:32]([N:34]3[CH2:39][CH2:38][CH:37]([CH2:40][C:41]([NH:51][C:50]4[CH:52]=[CH:53][CH:54]=[C:48]([F:47])[CH:49]=4)=[O:43])[CH2:36][CH2:35]3)=[O:33])[C@@:13]([C:25]3[CH:30]=[CH:29][C:28]([Cl:31])=[CH:27][CH:26]=3)([CH3:24])[C@@:14]([C:17]3[CH:22]=[CH:21][C:20]([Cl:23])=[CH:19][CH:18]=3)([CH3:16])[N:15]=2)=[C:7]([O:44][CH2:45][CH3:46])[CH:6]=1)([CH3:2])([CH3:3])[CH3:4], predict the reactants needed to synthesize it. The reactants are: [C:1]([C:5]1[N:10]=[CH:9][C:8]([C:11]2[N:12]([C:32]([N:34]3[CH2:39][CH2:38][CH:37]([CH2:40][C:41]([OH:43])=O)[CH2:36][CH2:35]3)=[O:33])[C@@:13]([C:25]3[CH:30]=[CH:29][C:28]([Cl:31])=[CH:27][CH:26]=3)([CH3:24])[C@@:14]([C:17]3[CH:22]=[CH:21][C:20]([Cl:23])=[CH:19][CH:18]=3)([CH3:16])[N:15]=2)=[C:7]([O:44][CH2:45][CH3:46])[CH:6]=1)([CH3:4])([CH3:3])[CH3:2].[F:47][C:48]1[CH:49]=[C:50]([CH:52]=[CH:53][CH:54]=1)[NH2:51]. (4) Given the product [C:31]([C:8]1[C:9](=[O:30])[N:10]([CH2:11][C:12]2[CH:17]=[CH:16][C:15]([C:18]3[CH:23]=[CH:22][CH:21]=[CH:20][C:19]=3[C:24]3[NH:28][C:27](=[O:29])[O:26][N:25]=3)=[CH:14][CH:13]=2)[C:5]([CH2:1][CH2:2][CH2:3][CH3:4])=[N:6][C:7]=1[CH3:39])(=[O:38])[C:32]1[CH:37]=[CH:36][CH:35]=[CH:34][CH:33]=1, predict the reactants needed to synthesize it. The reactants are: [CH2:1]([C:5]1[N:10]([CH2:11][C:12]2[CH:17]=[CH:16][C:15]([C:18]3[CH:23]=[CH:22][CH:21]=[CH:20][C:19]=3[C:24]3[NH:28][C:27](=[O:29])[O:26][N:25]=3)=[CH:14][CH:13]=2)[C:9](=[O:30])[C:8]([CH:31]([OH:38])[C:32]2[CH:37]=[CH:36][CH:35]=[CH:34][CH:33]=2)=[C:7]([CH3:39])[N:6]=1)[CH2:2][CH2:3][CH3:4].CC(OI1(OC(C)=O)(OC(C)=O)OC(=O)C2C1=CC=CC=2)=O.C(OCC)(=O)C.S([O-])([O-])(=O)=S.[Na+].[Na+]. (5) Given the product [N:3]12[CH2:11][CH2:10][CH:7]([CH2:8][CH2:9]1)[N:6]([C:18]([C:13]1[CH:14]=[CH:15][CH:16]=[CH:17][N:12]=1)=[O:19])[CH2:5][CH2:4]2, predict the reactants needed to synthesize it. The reactants are: Cl.Cl.[N:3]12[CH2:11][CH2:10][CH:7]([CH2:8][CH2:9]1)[NH:6][CH2:5][CH2:4]2.[N:12]1[CH:17]=[CH:16][CH:15]=[CH:14][C:13]=1[C:18](O)=[O:19].C(N(C(C)C)CC)(C)C.O.ON1C2C=CC=CC=2N=N1.CN(C(ON1N=NC2C=CC=CC1=2)=[N+](C)C)C.[B-](F)(F)(F)F.